Dataset: Merck oncology drug combination screen with 23,052 pairs across 39 cell lines. Task: Regression. Given two drug SMILES strings and cell line genomic features, predict the synergy score measuring deviation from expected non-interaction effect. Cell line: NCIH460. Drug 1: N.N.O=C(O)C1(C(=O)O)CCC1.[Pt]. Drug 2: C#Cc1cccc(Nc2ncnc3cc(OCCOC)c(OCCOC)cc23)c1. Synergy scores: synergy=6.63.